From a dataset of Peptide-MHC class I binding affinity with 185,985 pairs from IEDB/IMGT. Regression. Given a peptide amino acid sequence and an MHC pseudo amino acid sequence, predict their binding affinity value. This is MHC class I binding data. (1) The peptide sequence is ALPHIIDEV. The MHC is HLA-A02:01 with pseudo-sequence HLA-A02:01. The binding affinity (normalized) is 0.682. (2) The peptide sequence is IQAVFGFSL. The MHC is HLA-B27:05 with pseudo-sequence HLA-B27:05. The binding affinity (normalized) is 0.0847. (3) The peptide sequence is AIIDYIAYM. The MHC is HLA-B38:01 with pseudo-sequence HLA-B38:01. The binding affinity (normalized) is 0.0847. (4) The peptide sequence is RTFDRFFEE. The MHC is HLA-A26:01 with pseudo-sequence HLA-A26:01. The binding affinity (normalized) is 0.0847.